This data is from CYP2C19 inhibition data for predicting drug metabolism from PubChem BioAssay. The task is: Regression/Classification. Given a drug SMILES string, predict its absorption, distribution, metabolism, or excretion properties. Task type varies by dataset: regression for continuous measurements (e.g., permeability, clearance, half-life) or binary classification for categorical outcomes (e.g., BBB penetration, CYP inhibition). Dataset: cyp2c19_veith. (1) The drug is Cc1ccc(/C=C/C(=O)NC(=S)Nc2ccccc2C(=O)NC2CCCCC2)cc1. The result is 1 (inhibitor). (2) The drug is CCc1cccc(CC)c1NC(=O)/C(=C/c1ccccc1)c1ccccc1. The result is 1 (inhibitor).